Regression. Given two drug SMILES strings and cell line genomic features, predict the synergy score measuring deviation from expected non-interaction effect. From a dataset of NCI-60 drug combinations with 297,098 pairs across 59 cell lines. (1) Drug 1: C1CCN(CC1)CCOC2=CC=C(C=C2)C(=O)C3=C(SC4=C3C=CC(=C4)O)C5=CC=C(C=C5)O. Drug 2: CN(C)N=NC1=C(NC=N1)C(=O)N. Cell line: BT-549. Synergy scores: CSS=-4.88, Synergy_ZIP=2.53, Synergy_Bliss=0.0588, Synergy_Loewe=-5.55, Synergy_HSA=-3.82. (2) Drug 1: CN(C)N=NC1=C(NC=N1)C(=O)N. Drug 2: C1=CC=C(C=C1)NC(=O)CCCCCCC(=O)NO. Cell line: CAKI-1. Synergy scores: CSS=20.5, Synergy_ZIP=-9.71, Synergy_Bliss=-6.42, Synergy_Loewe=-4.08, Synergy_HSA=-3.89. (3) Drug 1: COC1=CC(=CC(=C1O)OC)C2C3C(COC3=O)C(C4=CC5=C(C=C24)OCO5)OC6C(C(C7C(O6)COC(O7)C8=CC=CS8)O)O. Drug 2: CC1=C2C(C(=O)C3(C(CC4C(C3C(C(C2(C)C)(CC1OC(=O)C(C(C5=CC=CC=C5)NC(=O)C6=CC=CC=C6)O)O)OC(=O)C7=CC=CC=C7)(CO4)OC(=O)C)O)C)OC(=O)C. Cell line: SNB-19. Synergy scores: CSS=55.5, Synergy_ZIP=-10.8, Synergy_Bliss=-11.0, Synergy_Loewe=-9.75, Synergy_HSA=-6.82. (4) Drug 1: CC1OCC2C(O1)C(C(C(O2)OC3C4COC(=O)C4C(C5=CC6=C(C=C35)OCO6)C7=CC(=C(C(=C7)OC)O)OC)O)O. Drug 2: CC1C(C(CC(O1)OC2CC(OC(C2O)C)OC3=CC4=CC5=C(C(=O)C(C(C5)C(C(=O)C(C(C)O)O)OC)OC6CC(C(C(O6)C)O)OC7CC(C(C(O7)C)O)OC8CC(C(C(O8)C)O)(C)O)C(=C4C(=C3C)O)O)O)O. Cell line: OVCAR-5. Synergy scores: CSS=23.6, Synergy_ZIP=4.60, Synergy_Bliss=13.4, Synergy_Loewe=13.5, Synergy_HSA=13.3.